This data is from Reaction yield outcomes from USPTO patents with 853,638 reactions. The task is: Predict the reaction yield, written as a fraction of the theoretical maximum amount of product (1.0 means a 100% yield; for example, 0.34 means a 34% yield). (1) The reactants are [Br:1][C:2]1[CH:3]=[C:4]([C:8](=O)[CH2:9][CH2:10][C:11]([F:14])([F:13])[F:12])[CH:5]=[CH:6][CH:7]=1.O.NN.[OH-].[K+]. The catalyst is COCCOCCOC. The product is [Br:1][C:2]1[CH:7]=[CH:6][CH:5]=[C:4]([CH2:8][CH2:9][CH2:10][C:11]([F:12])([F:13])[F:14])[CH:3]=1. The yield is 0.880. (2) The reactants are [Br:1][C:2]1[CH:3]=[C:4]([CH2:8][NH:9][CH2:10][CH:11]2[CH2:15][CH2:14][CH2:13][CH2:12]2)[CH:5]=[N:6][CH:7]=1.[CH3:16][C:17]([O:20][C:21](O[C:21]([O:20][C:17]([CH3:19])([CH3:18])[CH3:16])=[O:22])=[O:22])([CH3:19])[CH3:18]. The catalyst is C(Cl)Cl. The product is [C:17]([O:20][C:21](=[O:22])[N:9]([CH2:8][C:4]1[CH:5]=[N:6][CH:7]=[C:2]([Br:1])[CH:3]=1)[CH2:10][CH:11]1[CH2:15][CH2:14][CH2:13][CH2:12]1)([CH3:19])([CH3:18])[CH3:16]. The yield is 0.919.